Dataset: NCI-60 drug combinations with 297,098 pairs across 59 cell lines. Task: Regression. Given two drug SMILES strings and cell line genomic features, predict the synergy score measuring deviation from expected non-interaction effect. (1) Cell line: MOLT-4. Drug 1: C1CCC(CC1)NC(=O)N(CCCl)N=O. Drug 2: CS(=O)(=O)OCCCCOS(=O)(=O)C. Synergy scores: CSS=53.4, Synergy_ZIP=-0.602, Synergy_Bliss=0.566, Synergy_Loewe=-6.21, Synergy_HSA=1.10. (2) Drug 1: C1C(C(OC1N2C=C(C(=O)NC2=O)F)CO)O. Drug 2: CNC(=O)C1=NC=CC(=C1)OC2=CC=C(C=C2)NC(=O)NC3=CC(=C(C=C3)Cl)C(F)(F)F. Cell line: SNB-75. Synergy scores: CSS=21.2, Synergy_ZIP=-6.12, Synergy_Bliss=-0.932, Synergy_Loewe=-45.6, Synergy_HSA=-2.14. (3) Drug 1: C1CC(=O)NC(=O)C1N2CC3=C(C2=O)C=CC=C3N. Drug 2: CN(C)N=NC1=C(NC=N1)C(=O)N. Cell line: NCI-H226. Synergy scores: CSS=-1.64, Synergy_ZIP=-0.298, Synergy_Bliss=-2.50, Synergy_Loewe=-3.63, Synergy_HSA=-4.38. (4) Drug 1: CC12CCC3C(C1CCC2O)C(CC4=C3C=CC(=C4)O)CCCCCCCCCS(=O)CCCC(C(F)(F)F)(F)F. Drug 2: C1CCC(C(C1)N)N.C(=O)(C(=O)[O-])[O-].[Pt+4]. Cell line: 786-0. Synergy scores: CSS=10.1, Synergy_ZIP=-7.37, Synergy_Bliss=-0.308, Synergy_Loewe=-12.0, Synergy_HSA=-0.438. (5) Drug 1: C1=CC(=CC=C1CCC2=CNC3=C2C(=O)NC(=N3)N)C(=O)NC(CCC(=O)O)C(=O)O. Drug 2: C1=NC2=C(N1)C(=S)N=C(N2)N. Cell line: SF-539. Synergy scores: CSS=46.0, Synergy_ZIP=-7.34, Synergy_Bliss=-8.24, Synergy_Loewe=-1.99, Synergy_HSA=1.65. (6) Drug 1: CC=C1C(=O)NC(C(=O)OC2CC(=O)NC(C(=O)NC(CSSCCC=C2)C(=O)N1)C(C)C)C(C)C. Drug 2: CN(CC1=CN=C2C(=N1)C(=NC(=N2)N)N)C3=CC=C(C=C3)C(=O)NC(CCC(=O)O)C(=O)O. Cell line: 786-0. Synergy scores: CSS=44.5, Synergy_ZIP=-3.88, Synergy_Bliss=-2.74, Synergy_Loewe=-3.54, Synergy_HSA=-1.64. (7) Drug 1: CCC(=C(C1=CC=CC=C1)C2=CC=C(C=C2)OCCN(C)C)C3=CC=CC=C3.C(C(=O)O)C(CC(=O)O)(C(=O)O)O. Drug 2: CC(C)(C#N)C1=CC(=CC(=C1)CN2C=NC=N2)C(C)(C)C#N. Cell line: HT29. Synergy scores: CSS=21.9, Synergy_ZIP=-6.95, Synergy_Bliss=-5.86, Synergy_Loewe=-2.40, Synergy_HSA=-3.90. (8) Drug 1: CC1=C2C(C(=O)C3(C(CC4C(C3C(C(C2(C)C)(CC1OC(=O)C(C(C5=CC=CC=C5)NC(=O)OC(C)(C)C)O)O)OC(=O)C6=CC=CC=C6)(CO4)OC(=O)C)OC)C)OC. Drug 2: C1=NC2=C(N=C(N=C2N1C3C(C(C(O3)CO)O)O)F)N. Cell line: COLO 205. Synergy scores: CSS=44.3, Synergy_ZIP=-4.35, Synergy_Bliss=-14.0, Synergy_Loewe=-34.0, Synergy_HSA=-11.7. (9) Drug 1: CCC1=CC2CC(C3=C(CN(C2)C1)C4=CC=CC=C4N3)(C5=C(C=C6C(=C5)C78CCN9C7C(C=CC9)(C(C(C8N6C)(C(=O)OC)O)OC(=O)C)CC)OC)C(=O)OC.C(C(C(=O)O)O)(C(=O)O)O. Drug 2: CN(CC1=CN=C2C(=N1)C(=NC(=N2)N)N)C3=CC=C(C=C3)C(=O)NC(CCC(=O)O)C(=O)O. Cell line: NCIH23. Synergy scores: CSS=36.3, Synergy_ZIP=-1.97, Synergy_Bliss=0.377, Synergy_Loewe=-9.54, Synergy_HSA=2.61.